Dataset: hERG potassium channel inhibition data for cardiac toxicity prediction from Karim et al.. Task: Regression/Classification. Given a drug SMILES string, predict its toxicity properties. Task type varies by dataset: regression for continuous values (e.g., LD50, hERG inhibition percentage) or binary classification for toxic/non-toxic outcomes (e.g., AMES mutagenicity, cardiotoxicity, hepatotoxicity). Dataset: herg_karim. (1) The compound is C[C@@H](c1ccc(-c2ccc(F)cc2)cc1)[C@H](N)C(=O)N1CC[C@H](F)C1.O=C(O)C(F)(F)F. The result is 1 (blocker). (2) The molecule is Cc1cc(C(=O)OCC(N)=O)c(C)n1-c1ccc(F)cc1. The result is 0 (non-blocker). (3) The drug is O=C(NCCS(=O)(=O)c1ccc(C(F)(F)F)cn1)c1ccc(Cl)cc1. The result is 0 (non-blocker).